From a dataset of NCI-60 drug combinations with 297,098 pairs across 59 cell lines. Regression. Given two drug SMILES strings and cell line genomic features, predict the synergy score measuring deviation from expected non-interaction effect. (1) Drug 1: C1CN1P(=S)(N2CC2)N3CC3. Drug 2: CNC(=O)C1=NC=CC(=C1)OC2=CC=C(C=C2)NC(=O)NC3=CC(=C(C=C3)Cl)C(F)(F)F. Cell line: OVCAR-5. Synergy scores: CSS=6.89, Synergy_ZIP=-1.06, Synergy_Bliss=0.875, Synergy_Loewe=-8.41, Synergy_HSA=-1.14. (2) Drug 1: C1=CC(=C2C(=C1NCCNCCO)C(=O)C3=C(C=CC(=C3C2=O)O)O)NCCNCCO. Drug 2: CC1OCC2C(O1)C(C(C(O2)OC3C4COC(=O)C4C(C5=CC6=C(C=C35)OCO6)C7=CC(=C(C(=C7)OC)O)OC)O)O. Cell line: HCC-2998. Synergy scores: CSS=26.3, Synergy_ZIP=0.459, Synergy_Bliss=2.26, Synergy_Loewe=5.80, Synergy_HSA=7.20.